From a dataset of Drug-target binding data from BindingDB using Ki measurements. Regression. Given a target protein amino acid sequence and a drug SMILES string, predict the binding affinity score between them. We predict pKi (pKi = -log10(Ki in M); higher means stronger inhibition). Dataset: bindingdb_ki. (1) The small molecule is COc1ccc(CN[C@@H]2[C@H](O)[C@H](O)[C@H](O)[C@@H]2O)cc1. The pKi is 6.3. The target protein (Q16706) has sequence MKLSRQFTVFGSAIFCVVIFSLYLMLDRGHLDYPRNPRREGSFPQGQLSMLQEKIDHLERLLAENNEIISNIRDSVINLSESVEDGPKSSQSNFSQGAGSHLLPSQLSLSVDTADCLFASQSGSHNSDVQMLDVYSLISFDNPDGGVWKQGFDITYESNEWDTEPLQVFVVPHSHNDPGWLKTFNDYFRDKTQYIFNNMVLKLKEDSRRKFIWSEISYLSKWWDIIDIQKKDAVKSLIENGQLEIVTGGWVMPDEATPHYFALIDQLIEGHQWLENNIGVKPRSGWAIDPFGHSPTMAYLLNRAGLSHMLIQRVHYAVKKHFALHKTLEFFWRQNWDLGSVTDILCHMMPFYSYDIPHTCGPDPKICCQFDFKRLPGGRFGCPWGVPPETIHPGNVQSRARMLLDQYRKKSKLFRTKVLLAPLGDDFRYCEYTEWDLQFKNYQQLFDYMNSQSKFKVKIQFGTLSDFFDALDKADETQRDKGQSMFPVLSGDFFTYADRD.... (2) The compound is CNC(N)=NCCC[C@H](NC(=O)[C@H](CC(C)C)NC(=O)NNC(=O)[C@H](Cc1ccccc1)NC(=O)[C@H](CO)NC(=O)[C@H](CC(N)=O)NC(=O)[C@H](Cc1c[nH]c2ccccc12)NC(=O)[C@H](CC(N)=O)NC(=O)[C@H](N)Cc1cccnc1)C(=O)N[C@@H](Cc1ccccc1)C(N)=O. The target protein (Q924U1) has sequence MAAEATLGPNVSWWAPSNASGCPGCGVNASDGPGSAPRPLDAWLVPLFFAALMLLGLVGNSLVIFVICRHKHMQTVTNFYIANLAATDVTFLLCCVPFTALLYPLPTWVLGDFMCKFVNYIQQVSVQATCATLTAMSVDRWYVTVFPLRALHRRTPRLALTVSLSIWVGSAAVSAPVLALHRLSPGPHTYCSEAFPSRALERAFALYNLLALYLLPLLATCACYGAMLRHLGRAAVRPAPTDGALQGQLLAQRAGAVRTKVSRLVAAVVLLFAACWGPIQLFLVLQALGPSGAWHPRSYAAYALKIWAHCMSYSNSALNPLLYAFLGSHFRQAFCRVCPCGPQRQRRPHASAHSDRAAPHSVPHSRAAHPVRVRTPEPGNPVRRSPSVQDEHTAPL. The pKi is 9.6.